From a dataset of Peptide-MHC class II binding affinity with 134,281 pairs from IEDB. Regression. Given a peptide amino acid sequence and an MHC pseudo amino acid sequence, predict their binding affinity value. This is MHC class II binding data. (1) The peptide sequence is HSLGNWLGHPDKF. The MHC is H-2-IAs with pseudo-sequence H-2-IAs. The binding affinity (normalized) is 0. (2) The peptide sequence is APKVKYTVFETALKK. The MHC is HLA-DPA10301-DPB10402 with pseudo-sequence HLA-DPA10301-DPB10402. The binding affinity (normalized) is 0.816. (3) The peptide sequence is YNFATCGLIGLVTFL. The MHC is DRB1_1501 with pseudo-sequence DRB1_1501. The binding affinity (normalized) is 0.151. (4) The peptide sequence is SLRETACLGKAYAQMWT. The MHC is DRB1_1101 with pseudo-sequence DRB1_1101. The binding affinity (normalized) is 0.595.